Predict the reactants needed to synthesize the given product. From a dataset of Full USPTO retrosynthesis dataset with 1.9M reactions from patents (1976-2016). (1) Given the product [CH3:1][O:2][C:3]([C@@H:4]1[O:20][C:22](=[O:24])[N:6]([C:7]2[CH:8]=[C:9]3[C:13](=[CH:14][CH:15]=2)[N:12]([CH2:16][CH2:17][CH3:18])[C:11](=[O:19])[CH2:10]3)[CH2:5]1)=[O:21], predict the reactants needed to synthesize it. The reactants are: [CH3:1][O:2][C:3](=[O:21])[C@H:4]([OH:20])[CH2:5][NH:6][C:7]1[CH:8]=[C:9]2[C:13](=[CH:14][CH:15]=1)[N:12]([CH2:16][CH2:17][CH3:18])[C:11](=[O:19])[CH2:10]2.[C:22](OCC)(=[O:24])C. (2) Given the product [P:1]([O-:5])([O-:4])([OH:3])=[O:2].[Na+:6].[Na+:6].[P:9](=[O:8])([OH:12])([OH:11])[OH:10], predict the reactants needed to synthesize it. The reactants are: [P:1]([O-:5])([O-:4])([OH:3])=[O:2].[Na+:6].[Na+].[O-:8][P:9]([O:12]P([O-])([O-])=O)(=[O:11])[O-:10].